Dataset: Catalyst prediction with 721,799 reactions and 888 catalyst types from USPTO. Task: Predict which catalyst facilitates the given reaction. (1) Reactant: [Cl:1][C:2]1[C:3](=[O:9])[NH:4][N:5]=[CH:6][C:7]=1[Cl:8].C(=O)([O-])[O-].[K+].[K+].[CH2:16](I)[CH3:17]. The catalyst class is: 21. Product: [Cl:1][C:2]1[C:3](=[O:9])[N:4]([CH2:16][CH3:17])[N:5]=[CH:6][C:7]=1[Cl:8]. (2) Reactant: Cl[CH2:2][CH2:3][CH2:4][N:5]1[CH2:10][C:9](=[N:11][OH:12])[C:8]2[N:13]([CH3:16])[CH:14]=[CH:15][C:7]=2[S:6]1(=[O:18])=[O:17].Cl.[F:20][C:21]1[CH:34]=[CH:33][C:24]([C:25]([CH:27]2[CH2:32][CH2:31][NH:30][CH2:29][CH2:28]2)=[O:26])=[CH:23][CH:22]=1.C(=O)([O-])O.[Na+].[I-].[Na+]. Product: [F:20][C:21]1[CH:22]=[CH:23][C:24]([C:25]([CH:27]2[CH2:32][CH2:31][N:30]([CH2:2][CH2:3][CH2:4][N:5]3[CH2:10][C:9](=[N:11][OH:12])[C:8]4[N:13]([CH3:16])[CH:14]=[CH:15][C:7]=4[S:6]3(=[O:18])=[O:17])[CH2:29][CH2:28]2)=[O:26])=[CH:33][CH:34]=1. The catalyst class is: 10. (3) Reactant: C[O:2][C:3]1[CH:8]=[CH:7][CH:6]=[C:5](OC2C=CC=CC=2)[C:4]=1[C:16]([C:18]1[C:23]([O:24]C2C=CC=CC=2)=[CH:22][CH:21]=[CH:20][C:19]=1[O:31]C)=O.[Al+3].[Cl-].[Cl-].[Cl-].Cl. Product: [C:19]1([OH:31])[C:18]2[C:16]3([C:4]4[C:3]([OH:2])=[CH:8][CH:7]=[CH:6][C:5]=4[O:2][C:3]4[C:4]3=[CH:5][CH:6]=[CH:7][CH:8]=4)[C:19]3[C:20](=[CH:21][CH:22]=[CH:23][CH:18]=3)[O:24][C:23]=2[CH:22]=[CH:21][CH:20]=1. The catalyst class is: 11. (4) Reactant: [Cl:1][C:2]1[CH:3]=[C:4]([CH:16]=[C:17]([C:21]#[N:22])[C:18]=1[O:19]C)[C:5]([N:7]1[C:11]2[CH:12]=[CH:13][CH:14]=[CH:15][C:10]=2[S:9][CH2:8]1)=[O:6].[Cl-].[Li+].Cl. Product: [Cl:1][C:2]1[CH:3]=[C:4]([CH:16]=[C:17]([C:21]#[N:22])[C:18]=1[OH:19])[C:5]([N:7]1[C:11]2[CH:12]=[CH:13][CH:14]=[CH:15][C:10]=2[S:9][CH2:8]1)=[O:6]. The catalyst class is: 9. (5) The catalyst class is: 5. Product: [Cl:25][C:21]1[C:20]([F:26])=[C:19]([C@H:17]2[CH2:18][N:14]([C:12]([NH:11][C:8]3[CH:7]=[CH:6][C:5]([C:4]([OH:42])=[O:3])=[CH:10][CH:9]=3)=[O:13])[C@@H:15]([CH2:37][C:38]([CH3:41])([CH3:40])[CH3:39])[C@@:16]2([C:29]2[CH:34]=[CH:33][C:32]([Cl:35])=[CH:31][C:30]=2[F:36])[C:27]#[N:28])[CH:24]=[CH:23][CH:22]=1. Reactant: C([O:3][C:4](=[O:42])[C:5]1[CH:10]=[CH:9][C:8]([NH:11][C:12]([N:14]2[CH2:18][C@H:17]([C:19]3[CH:24]=[CH:23][CH:22]=[C:21]([Cl:25])[C:20]=3[F:26])[C@:16]([C:29]3[CH:34]=[CH:33][C:32]([Cl:35])=[CH:31][C:30]=3[F:36])([C:27]#[N:28])[C@@H:15]2[CH2:37][C:38]([CH3:41])([CH3:40])[CH3:39])=[O:13])=[CH:7][CH:6]=1)C.[OH-].[Na+].Cl.